From a dataset of Choline transporter screen with 302,306 compounds. Binary Classification. Given a drug SMILES string, predict its activity (active/inactive) in a high-throughput screening assay against a specified biological target. (1) The compound is Brc1ccc(c2nc3n(c2)cc(cc3)C)cc1. The result is 0 (inactive). (2) The compound is S(=O)(=O)(NCCc1ccccc1)c1ccc(OCC(=O)N2CCCC2)cc1. The result is 0 (inactive). (3) The drug is O1C(C1CC(OC)OC)C(O)C(OCc1ccccc1)C. The result is 0 (inactive). (4) The molecule is O=c1n(ncc2c1cccc2)c1cc2c(cc1)cccc2. The result is 0 (inactive). (5) The molecule is s1cc(C2CC(OC(=C2)C(=O)N)OCCCCO)c2c1cccc2. The result is 0 (inactive). (6) The compound is O=C(N(Cc1ccccc1)CC)C1CCN(CC1)Cc1c(OC)c(OC)c(OC)cc1. The result is 0 (inactive).